From a dataset of Forward reaction prediction with 1.9M reactions from USPTO patents (1976-2016). Predict the product of the given reaction. (1) Given the reactants [CH3:1][N:2]1[CH2:7][CH2:6][N:5]([C:8]2[CH:14]=[CH:13][C:11]([NH2:12])=[CH:10][CH:9]=2)[CH2:4][CH2:3]1.[CH3:15][C:16]([O:19][C:20](O[C:20]([O:19][C:16]([CH3:18])([CH3:17])[CH3:15])=[O:21])=[O:21])([CH3:18])[CH3:17].C(N(CC)CC)C, predict the reaction product. The product is: [C:16]([O:19][C:20](=[O:21])[NH:12][C:11]1[CH:13]=[CH:14][C:8]([N:5]2[CH2:4][CH2:3][N:2]([CH3:1])[CH2:7][CH2:6]2)=[CH:9][CH:10]=1)([CH3:18])([CH3:17])[CH3:15]. (2) The product is: [Br:11][C:12]1[CH:13]=[C:14]([Cl:19])[C:15]([O:4][CH:2]([CH3:3])[CH3:1])=[N:16][CH:17]=1. Given the reactants [CH3:1][C:2](C)([O-:4])[CH3:3].[K+].CC(O)C.[Br:11][C:12]1[CH:13]=[C:14]([Cl:19])[C:15](Cl)=[N:16][CH:17]=1, predict the reaction product. (3) Given the reactants [S:1]1[C:5]2[NH:6][C:7]([C:9]([NH2:11])=[O:10])=[CH:8][C:4]=2[CH:3]=[CH:2]1.[H-].[Na+].[CH:14]1[CH:19]=[C:18]([S:20][S:20][C:18]2[N:17]=[CH:16][CH:15]=[CH:14][CH:19]=2)[N:17]=[CH:16][CH:15]=1, predict the reaction product. The product is: [N:17]1[CH:16]=[CH:15][CH:14]=[CH:19][C:18]=1[S:20][C:8]1[C:4]2[CH:3]=[CH:2][S:1][C:5]=2[NH:6][C:7]=1[C:9]([NH2:11])=[O:10]. (4) Given the reactants [Br:1][C:2]1[C:7]([CH3:8])=[CH:6][C:5](I)=[CH:4][C:3]=1[CH3:10].[CH3:11][N:12]1[CH:17]=[CH:16][C:15](B(O)O)=[CH:14][C:13]1=[O:21], predict the reaction product. The product is: [Br:1][C:2]1[C:7]([CH3:8])=[CH:6][C:5]([C:15]2[CH:16]=[CH:17][N:12]([CH3:11])[C:13](=[O:21])[CH:14]=2)=[CH:4][C:3]=1[CH3:10]. (5) Given the reactants [C:1]1([S:7]([NH:10][C:11]2[S:15][C:14]3[CH2:16][CH2:17]C[CH2:19][C:13]=3[C:12]=2[C:20]([O:22][CH2:23]C)=[O:21])(=[O:9])=[O:8])[CH:6]=[CH:5][CH:4]=[CH:3][CH:2]=1.NC1SC(CC)=C(C)C=1C(OC)=O.C1(S(Cl)(=O)=O)C=CC=CC=1, predict the reaction product. The product is: [C:1]1([S:7]([NH:10][C:11]2[S:15][C:14]([CH2:16][CH3:17])=[C:13]([CH3:19])[C:12]=2[C:20]([O:22][CH3:23])=[O:21])(=[O:8])=[O:9])[CH:2]=[CH:3][CH:4]=[CH:5][CH:6]=1. (6) Given the reactants [OH:1][CH2:2][C:3]1[CH:12]=[CH:11][C:10]2[C:5](=[CH:6][CH:7]=[C:8]([CH2:13][CH2:14][CH2:15][CH2:16][CH2:17][CH2:18][CH2:19][CH3:20])[CH:9]=2)[CH:4]=1, predict the reaction product. The product is: [CH2:13]([C:8]1[CH:9]=[C:10]2[C:5](=[CH:6][CH:7]=1)[CH:4]=[C:3]([CH:2]=[O:1])[CH:12]=[CH:11]2)[CH2:14][CH2:15][CH2:16][CH2:17][CH2:18][CH2:19][CH3:20]. (7) Given the reactants [Br-].[CH2:2]([P+](C1C=CC=CC=1)(C1C=CC=CC=1)C1C=CC=CC=1)[CH2:3][CH2:4][CH2:5][CH2:6][CH2:7][CH3:8].[CH3:28][C:29]1([C:34]2([CH:37]=O)[CH2:36][CH2:35]2)[O:33][CH2:32][CH2:31][O:30]1, predict the reaction product. The product is: [CH3:28][C:29]1([C:34]2(/[CH:37]=[CH:2]\[CH2:3][CH2:4][CH2:5][CH2:6][CH2:7][CH3:8])[CH2:36][CH2:35]2)[O:33][CH2:32][CH2:31][O:30]1.